This data is from Reaction yield outcomes from USPTO patents with 853,638 reactions. The task is: Predict the reaction yield, written as a fraction of the theoretical maximum amount of product (1.0 means a 100% yield; for example, 0.34 means a 34% yield). (1) The catalyst is ClCCl. The product is [CH2:12]([O:19][CH2:20][CH2:21][CH:22]=[O:23])[C:13]1[CH:18]=[CH:17][CH:16]=[CH:15][CH:14]=1. The reactants are C1C=C[NH+]=CC=1.[O-][Cr](Cl)(=O)=O.[CH2:12]([O:19][CH2:20][CH2:21][CH2:22][OH:23])[C:13]1[CH:18]=[CH:17][CH:16]=[CH:15][CH:14]=1. The yield is 0.790. (2) The reactants are [C:1]([O:5][C:6]([NH:8][C@@H:9]([CH2:13][C:14]1[CH:19]=[CH:18][C:17]([N+:20]([O-:22])=[O:21])=[CH:16][CH:15]=1)[C:10]([OH:12])=O)=[O:7])([CH3:4])([CH3:3])[CH3:2].C(N(CC)CC)C.ClC(OCC(C)C)=O.[N+:38](=[CH2:40])=[N-:39]. The catalyst is C1COCC1.CCOCC. The product is [C:1]([O:5][C:6](=[O:7])[NH:8][CH:9]([CH2:13][C:14]1[CH:19]=[CH:18][C:17]([N+:20]([O-:22])=[O:21])=[CH:16][CH:15]=1)[C:10](=[O:12])[CH:40]=[N+:38]=[N-:39])([CH3:2])([CH3:3])[CH3:4]. The yield is 0.820. (3) The reactants are [F:1][C:2]1[CH:3]=[C:4]2[C:8](=[CH:9][CH:10]=1)[N:7]([CH2:11][C:12]1[O:13][C:14]([C:17]([F:20])([F:19])[F:18])=[CH:15][CH:16]=1)[C:6](=[O:21])[CH:5]2[C:22]1[C:30]([OH:31])=[CH:29][C:25]2[O:26][CH2:27][O:28][C:24]=2[CH:23]=1.[CH2:32]=[O:33].O.[OH-].[Li+]. The catalyst is O1CCCC1.O. The product is [F:1][C:2]1[CH:3]=[C:4]2[C:8](=[CH:9][CH:10]=1)[N:7]([CH2:11][C:12]1[O:13][C:14]([C:17]([F:20])([F:18])[F:19])=[CH:15][CH:16]=1)[C:6](=[O:21])[C:5]2([C:22]1[C:30]([OH:31])=[CH:29][C:25]2[O:26][CH2:27][O:28][C:24]=2[CH:23]=1)[CH2:32][OH:33]. The yield is 0.590. (4) The reactants are C(O)(C(F)(F)F)=O.[C:8]1([C:23]([O:25]C(C)(C)C)=[O:24])([C:16]([O:18]C(C)(C)C)=[O:17])[CH2:10][CH:9]1[C:11]([O:13][CH2:14][CH3:15])=[O:12]. The catalyst is ClCCl. The product is [CH2:14]([O:13][C:11]([CH:9]1[CH2:10][C:8]1([C:23]([OH:25])=[O:24])[C:16]([OH:18])=[O:17])=[O:12])[CH3:15]. The yield is 1.00. (5) The reactants are [C:1]1([C:7]2[C:8]([C:18]([O:20]C)=[O:19])=[N:9][O:10][C:11]=2[C:12]2[CH:17]=[CH:16][CH:15]=[CH:14][CH:13]=2)[CH:6]=[CH:5][CH:4]=[CH:3][CH:2]=1.[Li+].[OH-]. The catalyst is CO.C1COCC1.O. The product is [C:1]1([C:7]2[C:8]([C:18]([OH:20])=[O:19])=[N:9][O:10][C:11]=2[C:12]2[CH:13]=[CH:14][CH:15]=[CH:16][CH:17]=2)[CH:2]=[CH:3][CH:4]=[CH:5][CH:6]=1. The yield is 1.00. (6) The reactants are [OH:1][C:2]1[CH:17]=[CH:16][C:5]2[C:6](=O)[CH:7]=[C:8]([C:10]([O:12][CH2:13][CH3:14])=[O:11])[O:9][C:4]=2[CH:3]=1. The catalyst is C(O)(=O)C.CCOC(C)=O.[Pd]. The product is [OH:1][C:2]1[CH:3]=[C:4]2[C:5]([CH2:6][CH2:7][CH:8]([C:10]([O:12][CH2:13][CH3:14])=[O:11])[O:9]2)=[CH:16][CH:17]=1. The yield is 0.960. (7) The reactants are [CH3:1][C:2]1[S:6][C:5]([CH2:7][C:8]2[S:12][C:11]([CH:13]=[O:14])=[CH:10][CH:9]=2)=[CH:4][CH:3]=1.[H-].[Al+3].[Li+].[H-].[H-].[H-].O.C(OCC)(=O)C. The catalyst is O1CCCC1. The product is [CH3:1][C:2]1[S:6][C:5]([CH2:7][C:8]2[S:12][C:11]([CH2:13][OH:14])=[CH:10][CH:9]=2)=[CH:4][CH:3]=1. The yield is 0.803. (8) The reactants are [Br:1][C:2]1[C:7]([O:8][CH3:9])=[CH:6][C:5]([C:10]2[O:11][CH:12]=[CH:13][CH:14]=2)=[CH:4][C:3]=1[O:15][CH3:16].[N:17]1([C:22]2[CH:27]=[CH:26][C:25]([CH:28]([O:35][CH3:36])[C:29](N(OC)C)=[O:30])=[CH:24][CH:23]=2)[CH:21]=[CH:20][N:19]=[N:18]1. No catalyst specified. The product is [N:17]1([C:22]2[CH:23]=[CH:24][C:25]([CH:28]([O:35][CH3:36])[C:29]([C:12]3[O:11][C:10]([C:5]4[CH:6]=[C:7]([O:8][CH3:9])[C:2]([Br:1])=[C:3]([O:15][CH3:16])[CH:4]=4)=[CH:14][CH:13]=3)=[O:30])=[CH:26][CH:27]=2)[CH:21]=[CH:20][N:19]=[N:18]1. The yield is 0.0700.